This data is from Full USPTO retrosynthesis dataset with 1.9M reactions from patents (1976-2016). The task is: Predict the reactants needed to synthesize the given product. Given the product [Cl:30][C:23]1[C:22](/[CH:40]=[CH:39]/[C:35]2[CH:36]=[CH:37][CH:38]=[C:33]([C:32]([F:31])([F:50])[F:51])[CH:34]=2)=[CH:29][CH:28]=[CH:27][C:24]=1[C:25]#[N:26], predict the reactants needed to synthesize it. The reactants are: O.O.O.O.O.O.O.O.O.O.O.O.[O-]P([O-])([O-])=O.[Na+].[Na+].[Na+].Br[C:22]1[C:23]([Cl:30])=[C:24]([CH:27]=[CH:28][CH:29]=1)[C:25]#[N:26].[F:31][C:32]([F:51])([F:50])[C:33]1[CH:34]=[C:35](/[CH:39]=[CH:40]/B2OC(C)(C)C(C)(C)O2)[CH:36]=[CH:37][CH:38]=1.O.